Dataset: Forward reaction prediction with 1.9M reactions from USPTO patents (1976-2016). Task: Predict the product of the given reaction. (1) Given the reactants [CH3:1][O:2][C:3](=[O:22])[C:4]1[C:9]([CH2:10][CH3:11])=[CH:8][C:7]([C:12]2[C:17]([CH2:18][CH3:19])=[CH:16][CH:15]=[CH:14][C:13]=2[CH2:20][CH3:21])=[N:6][CH:5]=1.ClC1C=C(C=CC=1)C(OO)=[O:28], predict the reaction product. The product is: [CH3:1][O:2][C:3](=[O:22])[C:4]1[C:9]([CH2:10][CH3:11])=[CH:8][C:7]([C:12]2[C:17]([CH2:18][CH3:19])=[CH:16][CH:15]=[CH:14][C:13]=2[CH2:20][CH3:21])=[N+:6]([O-:28])[CH:5]=1. (2) Given the reactants Br[C:2]1[CH:3]=[C:4]([NH:8][C:9](=[O:27])[C:10]2[CH:15]=[CH:14][N:13]=[C:12]([NH:16][C:17]3[CH:22]=[CH:21][C:20]([C:23]([F:26])([F:25])[F:24])=[CH:19][N:18]=3)[CH:11]=2)[CH:5]=[N:6][CH:7]=1.[F:28][C:29]([F:36])([F:35])[C:30]1[CH:34]=[CH:33][NH:32][N:31]=1.C(=O)([O-])[O-].[K+].[K+].CC(C)(C(=O)CC(=O)C(C)(C)C)C, predict the reaction product. The product is: [F:28][C:29]([F:36])([F:35])[C:30]1[CH:34]=[CH:33][N:32]([C:2]2[CH:3]=[C:4]([NH:8][C:9](=[O:27])[C:10]3[CH:15]=[CH:14][N:13]=[C:12]([NH:16][C:17]4[CH:22]=[CH:21][C:20]([C:23]([F:26])([F:25])[F:24])=[CH:19][N:18]=4)[CH:11]=3)[CH:5]=[N:6][CH:7]=2)[N:31]=1.